Dataset: Forward reaction prediction with 1.9M reactions from USPTO patents (1976-2016). Task: Predict the product of the given reaction. (1) The product is: [Cl:1][C:2]1[CH:30]=[C:29]([Cl:31])[CH:28]=[CH:27][C:3]=1[CH2:4][N:5]1[C:9]2[CH:10]=[C:11]([O:15][CH2:16][CH2:17][CH2:18][C:19]([OH:21])=[O:20])[CH:12]=[C:13]([CH3:14])[C:8]=2[N:7]=[C:6]1[S:24][CH2:25][CH3:26]. Given the reactants [Cl:1][C:2]1[CH:30]=[C:29]([Cl:31])[CH:28]=[CH:27][C:3]=1[CH2:4][N:5]1[C:9]2[CH:10]=[C:11]([O:15][CH2:16][CH2:17][CH2:18][C:19]([O:21]CC)=[O:20])[CH:12]=[C:13]([CH3:14])[C:8]=2[N:7]=[C:6]1[S:24][CH2:25][CH3:26].[OH-].[Na+].Cl, predict the reaction product. (2) Given the reactants [CH:1]1([CH2:5][C@H:6]([NH:26]C(=O)OC(C)(C)C)[CH2:7][O:8][C:9]2[CH:10]=[CH:11][C:12]3[C:21]4[C:16](=[C:17]([CH3:22])[N:18]=[CH:19][CH:20]=4)[C:15](=[O:23])[N:14]([CH3:24])[C:13]=3[CH:25]=2)[CH2:4][CH2:3][CH2:2]1.Cl, predict the reaction product. The product is: [NH2:26][C@@H:6]([CH2:5][CH:1]1[CH2:2][CH2:3][CH2:4]1)[CH2:7][O:8][C:9]1[CH:10]=[CH:11][C:12]2[C:21]3[C:16](=[C:17]([CH3:22])[N:18]=[CH:19][CH:20]=3)[C:15](=[O:23])[N:14]([CH3:24])[C:13]=2[CH:25]=1. (3) Given the reactants [CH3:1][C:2]1[CH:7]=[CH:6][CH:5]=[CH:4][C:3]=1[NH:8][C:9]1[O:10][C:11]2[CH:17]=[C:16]([CH2:18][C:19](O)=[O:20])[CH:15]=[CH:14][C:12]=2[N:13]=1.[F:22][C@@H:23]1[CH2:27][NH:26][C@H:25]([CH2:28][O:29][CH2:30][CH2:31][CH2:32][CH2:33][C:34]([O:36]C)=[O:35])[CH2:24]1.CCN=C=NCCCN(C)C.Cl.C1C=CC2N(O)N=NC=2C=1.C(N(CC)CC)C, predict the reaction product. The product is: [F:22][C@@H:23]1[CH2:27][N:26]([C:19](=[O:20])[CH2:18][C:16]2[CH:15]=[CH:14][C:12]3[N:13]=[C:9]([NH:8][C:3]4[CH:4]=[CH:5][CH:6]=[CH:7][C:2]=4[CH3:1])[O:10][C:11]=3[CH:17]=2)[C@H:25]([CH2:28][O:29][CH2:30][CH2:31][CH2:32][CH2:33][C:34]([OH:36])=[O:35])[CH2:24]1. (4) Given the reactants [Cl:1][C:2]1[C:7]([F:8])=[CH:6][CH:5]=[C:4]([O:9][CH3:10])[C:3]=1[C@H:11]([C:13]1[C:21]2[C:16](=[N:17][CH:18]=[C:19]([C:22]3[C:23]([CH3:39])=[N:24][N:25]([C@H:28]4[CH2:33][CH2:32][C@H:31]([C:34]([O:36]CC)=[O:35])[CH2:30][CH2:29]4)[C:26]=3[CH3:27])[CH:20]=2)[NH:15][CH:14]=1)[CH3:12].CO.[OH-].[Li+].O, predict the reaction product. The product is: [Cl:1][C:2]1[C:7]([F:8])=[CH:6][CH:5]=[C:4]([O:9][CH3:10])[C:3]=1[C@H:11]([C:13]1[C:21]2[C:16](=[N:17][CH:18]=[C:19]([C:22]3[C:23]([CH3:39])=[N:24][N:25]([C@H:28]4[CH2:33][CH2:32][C@H:31]([C:34]([OH:36])=[O:35])[CH2:30][CH2:29]4)[C:26]=3[CH3:27])[CH:20]=2)[NH:15][CH:14]=1)[CH3:12]. (5) Given the reactants [NH2:1][C:2]1[CH:7]=[CH:6][C:5]([N:8]2[C:12]3=[N:13][CH:14]=[N:15][C:16]([NH2:17])=[C:11]3[CH:10]=[N:9]2)=[CH:4][CH:3]=1.[CH3:18][O:19][CH2:20][CH2:21][C:22](O)=[O:23].Cl.CN(C)CCCN=C=NCC.ON1C2C=CC=CC=2N=N1, predict the reaction product. The product is: [NH2:17][C:16]1[N:15]=[CH:14][N:13]=[C:12]2[N:8]([C:5]3[CH:6]=[CH:7][C:2]([NH:1][C:22](=[O:23])[CH2:21][CH2:20][O:19][CH3:18])=[CH:3][CH:4]=3)[N:9]=[CH:10][C:11]=12. (6) Given the reactants Br[C:2]1[C:11]([OH:12])=[C:10]([Cl:13])[CH:9]=[C:8]2[C:3]=1[CH:4]=[CH:5][C:6]([CH3:14])=[N:7]2.[Cl:15][C:16]1[CH:21]=[CH:20][C:19](B(O)O)=[CH:18][CH:17]=1.C([O-])([O-])=O.[K+].[K+], predict the reaction product. The product is: [Cl:13][C:10]1[CH:9]=[C:8]2[C:3]([CH:4]=[CH:5][C:6]([CH3:14])=[N:7]2)=[C:2]([C:19]2[CH:20]=[CH:21][C:16]([Cl:15])=[CH:17][CH:18]=2)[C:11]=1[OH:12]. (7) The product is: [C:6]([C@@H:4]([C@H:2]([C:1]([OH:10])=[O:9])[OH:3])[OH:5])([OH:8])=[O:7].[CH:12]1([CH3:11])[CH2:13][CH2:14][CH:15]([CH:19]([CH3:20])[CH3:21])[CH:16]([OH:18])[CH2:17]1. Given the reactants [C:1]([OH:10])(=[O:9])[C@@H:2]([C@H:4]([C:6]([OH:8])=[O:7])[OH:5])[OH:3].[CH3:11][C@H:12]1[CH2:17][C@@H:16]([OH:18])[C@H:15]([CH:19]([CH3:21])[CH3:20])[CH2:14][CH2:13]1.C1(C)C(C)=CC=CC=1, predict the reaction product. (8) Given the reactants Cl.[NH:2]1[CH2:7][CH2:6][CH:5]([NH:8][C:9]([C:11]2[C:15]([NH:16][C:17](=[O:26])[C:18]3[C:23]([Cl:24])=[CH:22][CH:21]=[CH:20][C:19]=3[Cl:25])=[CH:14][NH:13][N:12]=2)=[O:10])[CH2:4][CH2:3]1.C(N(CC)C(C)C)(C)C.Cl[C:37]([O:39][CH2:40]Cl)=[O:38].[C:42]([O-:45])(=[O:44])[CH3:43].[K+], predict the reaction product. The product is: [C:42]([O:45][CH2:40][O:39][C:37]([N:2]1[CH2:7][CH2:6][CH:5]([NH:8][C:9]([C:11]2[C:15]([NH:16][C:17](=[O:26])[C:18]3[C:23]([Cl:24])=[CH:22][CH:21]=[CH:20][C:19]=3[Cl:25])=[CH:14][NH:13][N:12]=2)=[O:10])[CH2:4][CH2:3]1)=[O:38])(=[O:44])[CH3:43].